From a dataset of Catalyst prediction with 721,799 reactions and 888 catalyst types from USPTO. Predict which catalyst facilitates the given reaction. (1) Reactant: [CH2:1]([O:4][C:5]1[CH:6]=[C:7]([CH2:15][CH2:16][C:17]([O:19]CC)=[O:18])[CH:8]=[CH:9][C:10]=1[O:11][CH2:12][C:13]#[CH:14])[C:2]#[CH:3].[OH-].[Li+].O1CCCC1. Product: [CH2:1]([O:4][C:5]1[CH:6]=[C:7]([CH2:15][CH2:16][C:17]([OH:19])=[O:18])[CH:8]=[CH:9][C:10]=1[O:11][CH2:12][C:13]#[CH:14])[C:2]#[CH:3]. The catalyst class is: 6. (2) Reactant: [NH:1]1[CH2:6][CH2:5][O:4][CH2:3][CH2:2]1.Cl[CH2:8][C@@H:9]1[O:11][CH2:10]1.CC(C)([O-])C.[K+].O1CCCC1. Product: [O:11]1[CH2:10][CH:9]1[CH2:8][N:1]1[CH2:6][CH2:5][O:4][CH2:3][CH2:2]1. The catalyst class is: 107. (3) Reactant: [CH2:1]([O:8][C:9]1[CH:14]=[CH:13][C:12](B2OC(C)(C)C(C)(C)O2)=[CH:11][N:10]=1)[C:2]1[CH:7]=[CH:6][CH:5]=[CH:4][CH:3]=1.[C:24]([O:28][C@@H:29]([C:35]1[C:50]([CH3:51])=[CH:49][C:38]2[N:39]=[C:40]([C:42]3[CH:47]=[CH:46][N:45]=[C:44](Cl)[CH:43]=3)[S:41][C:37]=2[C:36]=1[C:52]1[CH:57]=[CH:56][C:55]([Cl:58])=[CH:54][CH:53]=1)[C:30]([O:32][CH2:33][CH3:34])=[O:31])([CH3:27])([CH3:26])[CH3:25].C(=O)([O-])[O-].[K+].[K+]. Product: [CH2:1]([O:8][C:9]1[N:10]=[CH:11][C:12]([C:44]2[CH:43]=[C:42]([C:40]3[S:41][C:37]4[C:36]([C:52]5[CH:53]=[CH:54][C:55]([Cl:58])=[CH:56][CH:57]=5)=[C:35]([C@H:29]([O:28][C:24]([CH3:27])([CH3:26])[CH3:25])[C:30]([O:32][CH2:33][CH3:34])=[O:31])[C:50]([CH3:51])=[CH:49][C:38]=4[N:39]=3)[CH:47]=[CH:46][N:45]=2)=[CH:13][CH:14]=1)[C:2]1[CH:3]=[CH:4][CH:5]=[CH:6][CH:7]=1. The catalyst class is: 660. (4) Reactant: [CH3:1][C:2]1[N:6]([CH2:7][C:8]2[CH:13]=[CH:12][C:11]([CH3:14])=[CH:10][CH:9]=2)[N:5]=[C:4]([C:15]([O:17]CC)=[O:16])[CH:3]=1.[OH-].[Li+]. Product: [CH3:1][C:2]1[N:6]([CH2:7][C:8]2[CH:13]=[CH:12][C:11]([CH3:14])=[CH:10][CH:9]=2)[N:5]=[C:4]([C:15]([OH:17])=[O:16])[CH:3]=1. The catalyst class is: 20.